From a dataset of Reaction yield outcomes from USPTO patents with 853,638 reactions. Predict the reaction yield, written as a fraction of the theoretical maximum amount of product (1.0 means a 100% yield; for example, 0.34 means a 34% yield). (1) The reactants are [Br:1][CH2:2][CH2:3][O:4][CH2:5][CH2:6][O:7][CH2:8][CH2:9]O.[O:11]1[CH:16]=[CH:15][CH2:14][CH2:13][CH2:12]1.C([O-])(O)=O.[Na+]. The catalyst is C(OCC)C. The product is [Br:1][CH2:2][CH2:3][O:4][CH2:5][CH2:6][O:7][CH2:8][CH2:9][CH:12]1[CH2:13][CH2:14][CH2:15][CH2:16][O:11]1. The yield is 0.697. (2) The reactants are [CH2:1]([C:3]1[N:7]([C:8]2[N:16]=[C:15]3[C:11]([N:12]=[C:13]([CH:23]=O)[N:14]3[CH:17]3[CH2:22][CH2:21][CH2:20][CH2:19][O:18]3)=[C:10]([N:25]3[CH2:30][CH2:29][O:28][CH2:27][CH2:26]3)[N:9]=2)[C:6]2[CH:31]=[CH:32][CH:33]=[CH:34][C:5]=2[N:4]=1)[CH3:2].Cl.[O:36]1[CH2:41][CH2:40][CH:39]([CH:42]2[CH2:45][NH:44][CH2:43]2)[CH2:38][CH2:37]1.COC(OC)OC.C(O)(=O)C.C(O[BH-](OC(=O)C)OC(=O)C)(=O)C.[Na+]. The catalyst is ClCCCl. The product is [CH2:1]([C:3]1[N:7]([C:8]2[N:16]=[C:15]3[C:11]([N:12]=[C:13]([CH2:23][N:44]4[CH2:45][CH:42]([CH:39]5[CH2:40][CH2:41][O:36][CH2:37][CH2:38]5)[CH2:43]4)[N:14]3[CH:17]3[CH2:22][CH2:21][CH2:20][CH2:19][O:18]3)=[C:10]([N:25]3[CH2:26][CH2:27][O:28][CH2:29][CH2:30]3)[N:9]=2)[C:6]2[CH:31]=[CH:32][CH:33]=[CH:34][C:5]=2[N:4]=1)[CH3:2]. The yield is 0.990.